This data is from Full USPTO retrosynthesis dataset with 1.9M reactions from patents (1976-2016). The task is: Predict the reactants needed to synthesize the given product. (1) Given the product [CH2:1]([O:8][C:9]([N:11]1[CH2:16][CH2:15][CH:14]([S:17]([C:18]2[CH:19]=[CH:20][C:21]([Br:24])=[CH:22][CH:23]=2)(=[O:30])=[O:29])[CH2:13][CH2:12]1)=[O:10])[C:2]1[CH:3]=[CH:4][CH:5]=[CH:6][CH:7]=1, predict the reactants needed to synthesize it. The reactants are: [CH2:1]([O:8][C:9]([N:11]1[CH2:16][CH2:15][CH:14]([S:17][C:18]2[CH:23]=[CH:22][C:21]([Br:24])=[CH:20][CH:19]=2)[CH2:13][CH2:12]1)=[O:10])[C:2]1[CH:7]=[CH:6][CH:5]=[CH:4][CH:3]=1.B1([O-])OO1.[OH2:29].[OH2:30].O.O.[Na+]. (2) Given the product [Br:1][C:2]1[CH:3]=[C:4]2[C:8](=[CH:9][CH:10]=1)[N:7]([C:33](=[O:34])[CH2:32][N:31]([CH3:36])[CH3:30])[CH:6]=[C:5]2/[C:11](/[C:23]#[N:24])=[CH:12]/[C:13]1[CH:14]=[C:15]([CH:18]=[CH:19][C:20]=1[O:21][CH3:22])[C:16]#[N:17], predict the reactants needed to synthesize it. The reactants are: [Br:1][C:2]1[CH:3]=[C:4]2[C:8](=[CH:9][CH:10]=1)[NH:7][CH:6]=[C:5]2/[C:11](/[C:23]#[N:24])=[CH:12]/[C:13]1[CH:14]=[C:15]([CH:18]=[CH:19][C:20]=1[O:21][CH3:22])[C:16]#[N:17].CN(C=O)C.[CH3:30][N:31]([CH3:36])[CH2:32][C:33](O)=[O:34].C1CN([P+](ON2N=NC3C=CC=CC2=3)(N2CCCC2)N2CCCC2)CC1.F[P-](F)(F)(F)(F)F. (3) Given the product [CH3:2][C:1]([P:5]([OH:8])([OH:7])=[O:6])([P:5]([OH:8])([OH:7])=[O:6])[OH:4], predict the reactants needed to synthesize it. The reactants are: [C:1]([OH:4])(=O)[CH3:2].[P:5]([OH:8])([OH:7])[OH:6].P(Cl)(Cl)Cl. (4) Given the product [OH:32][C:27]1([C:28]([F:31])([F:30])[F:29])[CH2:26][N:11]([C:8]2[CH:7]=[CH:6][C:5]([S:2]([CH3:1])(=[O:3])=[O:4])=[CH:10][CH:9]=2)[C:12]([C:14]2[CH:19]=[CH:18][CH:17]=[CH:16][CH:15]=2)=[N:13]1, predict the reactants needed to synthesize it. The reactants are: [CH3:1][S:2]([C:5]1[CH:10]=[CH:9][C:8]([NH:11][C:12]([C:14]2[CH:19]=[CH:18][CH:17]=[CH:16][CH:15]=2)=[NH:13])=[CH:7][CH:6]=1)(=[O:4])=[O:3].C(=O)(O)[O-].[Na+].Br[CH2:26][C:27](=[O:32])[C:28]([F:31])([F:30])[F:29]. (5) Given the product [NH2:25][C:8]1[N:7]=[C:6]([NH:5][CH2:1][CH2:2][CH2:3][CH3:4])[N:14]=[C:13]2[C:9]=1[NH:10][C:11](=[O:23])[N:12]2[CH2:15][CH2:16][CH:17]1[CH2:22][CH2:21][CH2:20][O:19][CH2:18]1, predict the reactants needed to synthesize it. The reactants are: [CH2:1]([NH:5][C:6]1[N:14]=[C:13]2[C:9]([N:10]=[C:11]([O:23]C)[N:12]2[CH2:15][CH2:16][CH:17]2[CH2:22][CH2:21][CH2:20][O:19][CH2:18]2)=[C:8]([NH2:25])[N:7]=1)[CH2:2][CH2:3][CH3:4].Cl.